Dataset: Reaction yield outcomes from USPTO patents with 853,638 reactions. Task: Predict the reaction yield, written as a fraction of the theoretical maximum amount of product (1.0 means a 100% yield; for example, 0.34 means a 34% yield). The reactants are [CH3:1][O:2][C:3]1[CH:11]=[CH:10][CH:9]=[C:8]2[C:4]=1[CH2:5][O:6][C:7]2=[O:12].[Br:13]N1C(=O)CCC1=O.N(/C(C)(C)C#N)=N\C(C)(C)C#N. The catalyst is C(Cl)(Cl)(Cl)Cl. The product is [Br:13][CH:5]1[C:4]2[C:8](=[CH:9][CH:10]=[CH:11][C:3]=2[O:2][CH3:1])[C:7](=[O:12])[O:6]1. The yield is 0.669.